This data is from hERG Central: cardiac toxicity at 1µM, 10µM, and general inhibition. The task is: Predict hERG channel inhibition at various concentrations. (1) The molecule is CC1CCN(c2nc(CN3CCCCC3)nc3scc(-c4ccccc4)c23)CC1. Results: hERG_inhib (hERG inhibition (general)): blocker. (2) The compound is C=CCNc1cnn(-c2ccc(C)cc2)c(=O)c1Sc1ccc(C)cc1. Results: hERG_inhib (hERG inhibition (general)): blocker. (3) The compound is CCOc1ccc(S(=O)(=O)N2CCCC(C(=O)N3CCN(c4ccccc4)CC3)C2)cc1. Results: hERG_inhib (hERG inhibition (general)): blocker. (4) The compound is c1ccc(-c2nnc(OCc3cccnc3)c3ccccc23)cc1. Results: hERG_inhib (hERG inhibition (general)): blocker.